Dataset: Reaction yield outcomes from USPTO patents with 853,638 reactions. Task: Predict the reaction yield, written as a fraction of the theoretical maximum amount of product (1.0 means a 100% yield; for example, 0.34 means a 34% yield). (1) The reactants are Br[C:2]1[CH:3]=[C:4]([C:8]2([C:21]3[CH:26]=[CH:25][CH:24]=[CH:23][CH:22]=3)[C:20]3[CH:19]=[CH:18][CH:17]=[CH:16][C:15]=3[C:14]3[C:9]2=[CH:10][CH:11]=[CH:12][CH:13]=3)[CH:5]=[CH:6][CH:7]=1.CC(C)([O-])C.[Na+].[NH2:33][C:34]1[CH:39]=[CH:38][CH:37]=[C:36]([CH3:40])[CH:35]=1.C(P(C(C)(C)C)C(C)(C)C)(C)(C)C. The catalyst is C1C=CC(/C=C/C(/C=C/C2C=CC=CC=2)=O)=CC=1.C1C=CC(/C=C/C(/C=C/C2C=CC=CC=2)=O)=CC=1.[Pd].CCCCCC.C1(C)C=CC=CC=1. The product is [CH3:40][C:36]1[CH:35]=[C:34]([NH:33][C:25]2[CH:24]=[CH:23][CH:22]=[C:21]([C:8]3([C:4]4[CH:5]=[CH:6][CH:7]=[CH:2][CH:3]=4)[C:9]4[CH:10]=[CH:11][CH:12]=[CH:13][C:14]=4[C:15]4[C:20]3=[CH:19][CH:18]=[CH:17][CH:16]=4)[CH:26]=2)[CH:39]=[CH:38][CH:37]=1. The yield is 0.820. (2) The reactants are [F:1][C:2]1[CH:10]=[C:9]2[C:5]([C:6]([C:12]3[N:13]=[C:14]4[C:20]([C:21]([OH:23])=O)=[CH:19][N:18]([CH2:24][O:25][CH2:26][CH2:27][Si:28]([CH3:31])([CH3:30])[CH3:29])[C:15]4=[N:16][CH:17]=3)=[N:7][N:8]2[CH3:11])=[CH:4][CH:3]=1.[CH3:32][C:33]([CH3:38])([CH3:37])[C@@H:34]([NH2:36])[CH3:35].CN(C(ON1N=NC2C=CC=NC1=2)=[N+](C)C)C.F[P-](F)(F)(F)(F)F.O. The catalyst is CN(C=O)C. The product is [CH3:35][C@H:34]([NH:36][C:21]([C:20]1[C:14]2[C:15](=[N:16][CH:17]=[C:12]([C:6]3[C:5]4[C:9](=[CH:10][C:2]([F:1])=[CH:3][CH:4]=4)[N:8]([CH3:11])[N:7]=3)[N:13]=2)[N:18]([CH2:24][O:25][CH2:26][CH2:27][Si:28]([CH3:30])([CH3:31])[CH3:29])[CH:19]=1)=[O:23])[C:33]([CH3:38])([CH3:37])[CH3:32]. The yield is 0.730. (3) The reactants are Br[C:2]1[CH:7]=[CH:6][C:5]([C:8]([OH:11])([CH3:10])[CH3:9])=[CH:4][CH:3]=1.C([Li])CCC.[C:17]([O:21][C:22]([N:24]1[CH2:29][CH2:28][CH:27]([C:30](=[O:35])N(OC)C)[CH2:26][CH2:25]1)=[O:23])([CH3:20])([CH3:19])[CH3:18]. The catalyst is C1COCC1. The product is [C:17]([O:21][C:22]([N:24]1[CH2:29][CH2:28][CH:27]([C:30](=[O:35])[C:2]2[CH:7]=[CH:6][C:5]([C:8]([OH:11])([CH3:10])[CH3:9])=[CH:4][CH:3]=2)[CH2:26][CH2:25]1)=[O:23])([CH3:20])([CH3:19])[CH3:18]. The yield is 0.290. (4) The reactants are [CH2:1]([N:3]([CH2:6][C:7]1[CH:13]=[CH:12][C:10]([NH2:11])=[CH:9][CH:8]=1)[CH2:4][CH3:5])[CH3:2].O[CH:15]=[C:16]1[C:24]2[C:19](=[CH:20][C:21]([C:25]([C:27]3[CH:28]=[C:29]([NH:33][C:34]([C:36]4[N:40]([CH3:41])[N:39]=[C:38]([CH3:42])[CH:37]=4)=[O:35])[CH:30]=[CH:31][CH:32]=3)=[O:26])=[CH:22][CH:23]=2)[NH:18][C:17]1=[O:43]. The catalyst is C1COCC1. The product is [CH2:1]([N:3]([CH2:6][C:7]1[CH:8]=[CH:9][C:10]([NH:11]/[CH:15]=[C:16]2\[C:17](=[O:43])[NH:18][C:19]3[C:24]\2=[CH:23][CH:22]=[C:21]([C:25]([C:27]2[CH:28]=[C:29]([NH:33][C:34]([C:36]4[N:40]([CH3:41])[N:39]=[C:38]([CH3:42])[CH:37]=4)=[O:35])[CH:30]=[CH:31][CH:32]=2)=[O:26])[CH:20]=3)=[CH:12][CH:13]=1)[CH2:4][CH3:5])[CH3:2]. The yield is 0.550. (5) The product is [CH:16]([NH:19][C:13]([C@@H:10]1[CH2:11][CH2:12][NH:8][CH2:9]1)=[O:15])([CH3:18])[CH3:17]. The reactants are C(OC([N:8]1[CH2:12][CH2:11][C@@H:10]([C:13]([OH:15])=O)[CH2:9]1)=O)(C)(C)C.[CH:16]([N:19](CC)C(C)C)([CH3:18])[CH3:17].ON1C2C=CC=CC=2N=N1.Cl.CN(C)CCCN=C=NCC.CC(N)C. The catalyst is CN(C)C=O.C(OCC)(=O)C. The yield is 0.580.